This data is from Full USPTO retrosynthesis dataset with 1.9M reactions from patents (1976-2016). The task is: Predict the reactants needed to synthesize the given product. (1) Given the product [N:24]1[N:25]([CH2:2][C:3]([NH:5][C:6]2[CH:7]=[N:8][C:9]([N:12]3[C:16]([CH:17]4[CH2:19][CH2:18]4)=[CH:15][C:14]([C:20]([F:23])([F:22])[F:21])=[N:13]3)=[CH:10][CH:11]=2)=[O:4])[N:26]=[C:27]2[CH:32]=[CH:31][CH:30]=[CH:29][C:28]=12, predict the reactants needed to synthesize it. The reactants are: Cl[CH2:2][C:3]([NH:5][C:6]1[CH:7]=[N:8][C:9]([N:12]2[C:16]([CH:17]3[CH2:19][CH2:18]3)=[CH:15][C:14]([C:20]([F:23])([F:22])[F:21])=[N:13]2)=[CH:10][CH:11]=1)=[O:4].[NH:24]1[C:28]2[CH:29]=[CH:30][CH:31]=[CH:32][C:27]=2[N:26]=[N:25]1.[H-].[Na+].O. (2) Given the product [Cl:1][C:2]1[CH:3]=[C:4]([S:9]([N:12]([CH2:14][CH2:15][CH2:16][N:17]([CH3:19])[CH3:18])[CH3:13])(=[O:11])=[O:10])[CH:5]=[N:6][C:7]=1[O:49][C:46]1[CH:47]=[C:48]2[C:43](=[CH:44][CH:45]=1)[N:42]=[CH:41][N:40]=[C:39]2[NH:38][C:35]1[CH:36]=[CH:37][N:33]([CH3:32])[N:34]=1, predict the reactants needed to synthesize it. The reactants are: [Cl:1][C:2]1[CH:3]=[C:4]([S:9]([N:12]([CH2:14][CH2:15][CH2:16][N:17]([CH3:19])[CH3:18])[CH3:13])(=[O:11])=[O:10])[CH:5]=[N:6][C:7]=1Cl.CC(C)([O-])C.[K+].CN(C)C(=O)C.[CH3:32][N:33]1[CH:37]=[CH:36][C:35]([NH:38][C:39]2[C:48]3[C:43](=[CH:44][CH:45]=[C:46]([OH:49])[CH:47]=3)[N:42]=[CH:41][N:40]=2)=[N:34]1.